This data is from Reaction yield outcomes from USPTO patents with 853,638 reactions. The task is: Predict the reaction yield, written as a fraction of the theoretical maximum amount of product (1.0 means a 100% yield; for example, 0.34 means a 34% yield). The reactants are [OH:1][C:2]1[CH:9]=[CH:8][C:5]([CH:6]=O)=[CH:4][CH:3]=1.[C:10]([O:17][CH3:18])(=[O:16])[CH2:11][C:12]([O:14][CH3:15])=[O:13].C1(C)C=CC=CC=1.N1CCCCC1. The catalyst is C(O)(=O)C. The product is [OH:1][C:2]1[CH:9]=[CH:8][C:5]([CH:6]=[C:11]([C:10]([O:17][CH3:18])=[O:16])[C:12]([O:14][CH3:15])=[O:13])=[CH:4][CH:3]=1. The yield is 0.964.